This data is from Forward reaction prediction with 1.9M reactions from USPTO patents (1976-2016). The task is: Predict the product of the given reaction. (1) Given the reactants CC(C)([O-])C.[K+].[F:7][C:8]1[CH:13]=[CH:12][C:11]([C:14](=O)[CH2:15][C:16](=O)[C:17]([O:19][CH2:20][CH3:21])=[O:18])=[CH:10][CH:9]=1.O.[NH2:25][NH2:26], predict the reaction product. The product is: [F:7][C:8]1[CH:13]=[CH:12][C:11]([C:14]2[CH:15]=[C:16]([C:17]([O:19][CH2:20][CH3:21])=[O:18])[NH:26][N:25]=2)=[CH:10][CH:9]=1. (2) Given the reactants [CH3:1][O:2][C:3]([N:5]1[C:13]2[C:8](=[C:9]([NH:14][C:15]([O:17]N3C(=O)CCC3=O)=O)[CH:10]=[CH:11][CH:12]=2)[CH:7]=[N:6]1)=[O:4].[CH3:25][O:26][CH2:27][C:28]([C:31]1[CH:32]=[C:33]2[C:37](=[CH:38][CH:39]=1)[CH:36]([NH2:40])[CH2:35][CH2:34]2)([CH3:30])[CH3:29].C(N(C(C)C)CC)(C)C, predict the reaction product. The product is: [CH3:1][O:2][C:3]([N:5]1[C:13]2[C:8](=[C:9]([NH:14][C:15]([NH:40][CH:36]3[C:37]4[C:33](=[CH:32][C:31]([C:28]([CH3:30])([CH3:29])[CH2:27][O:26][CH3:25])=[CH:39][CH:38]=4)[CH2:34][CH2:35]3)=[O:17])[CH:10]=[CH:11][CH:12]=2)[CH:7]=[N:6]1)=[O:4]. (3) Given the reactants [CH3:1][O:2][C:3]1[CH:12]=[C:11]2[C:6]([CH2:7][C:8]([CH3:23])([CH3:22])[N:9]([CH2:13][C:14]3[CH:19]=[CH:18][CH:17]=[C:16]([O:20][CH3:21])[CH:15]=3)[CH2:10]2)=[CH:5][C:4]=1[O:24][Si](C(C)C)(C(C)C)C(C)C.CCCC[N+](CCCC)(CCCC)CCCC.[F-].O, predict the reaction product. The product is: [CH3:21][O:20][C:16]1[CH:15]=[C:14]([CH:19]=[CH:18][CH:17]=1)[CH2:13][N:9]1[C:8]([CH3:23])([CH3:22])[CH2:7][C:6]2[C:11](=[CH:12][C:3]([O:2][CH3:1])=[C:4]([OH:24])[CH:5]=2)[CH2:10]1. (4) Given the reactants [OH:1][B:2]1[CH2:7][CH:6]=[CH:5][CH:4]([CH2:8][C:9]([O:11][C:12]([CH3:15])([CH3:14])[CH3:13])=[O:10])[O:3]1, predict the reaction product. The product is: [OH:1][B:2]1[CH2:7][CH2:6][CH2:5][CH:4]([CH2:8][C:9]([O:11][C:12]([CH3:15])([CH3:14])[CH3:13])=[O:10])[O:3]1. (5) Given the reactants [F:1][C:2]1[C:7]([C:8]2[CH:13]=[CH:12][CH:11]=[C:10]([CH2:14][N:15]3[CH2:20][CH2:19][NH:18][C@@H:17]([CH3:21])[CH2:16]3)[CH:9]=2)=[CH:6][C:5]([CH2:22][NH:23][C:24]([C:26]2[CH:27]=[C:28]([CH2:32][CH:33]3[CH2:38][CH2:37][N:36]([C:39]([O:41][C:42]([CH3:45])([CH3:44])[CH3:43])=[O:40])[CH2:35][CH2:34]3)[CH:29]=[CH:30][CH:31]=2)=[O:25])=[CH:4][CH:3]=1.[CH2:46]=O.[BH4-].[Na+], predict the reaction product. The product is: [CH3:21][C@@H:17]1[N:18]([CH3:46])[CH2:19][CH2:20][N:15]([CH2:14][C:10]2[CH:9]=[C:8]([C:7]3[C:2]([F:1])=[CH:3][CH:4]=[C:5]([CH2:22][NH:23][C:24]([C:26]4[CH:27]=[C:28]([CH2:32][CH:33]5[CH2:34][CH2:35][N:36]([C:39]([O:41][C:42]([CH3:44])([CH3:43])[CH3:45])=[O:40])[CH2:37][CH2:38]5)[CH:29]=[CH:30][CH:31]=4)=[O:25])[CH:6]=3)[CH:13]=[CH:12][CH:11]=2)[CH2:16]1.